Predict the product of the given reaction. From a dataset of Forward reaction prediction with 1.9M reactions from USPTO patents (1976-2016). (1) Given the reactants [Br:1]Br.[N:3]1[C:12]2[C:7](=[CH:8][CH:9]=[CH:10][CH:11]=2)[C:6]([C:13](=[O:15])[CH3:14])=[CH:5][CH:4]=1, predict the reaction product. The product is: [BrH:1].[Br:1][CH2:14][C:13]([C:6]1[C:7]2[C:12](=[CH:11][CH:10]=[CH:9][CH:8]=2)[N:3]=[CH:4][CH:5]=1)=[O:15]. (2) The product is: [Br:22][C:23]1[N:24]=[C:25]([NH:30][C:2]2[CH:7]=[C:6]([C:8]3[N:9]=[N:10][N:11]([CH2:13][C:14]4[CH:19]=[CH:18][C:17]([O:20][CH3:21])=[CH:16][CH:15]=4)[CH:12]=3)[CH:5]=[CH:4][N:3]=2)[CH:26]=[C:27]([CH3:29])[CH:28]=1. Given the reactants Br[C:2]1[CH:7]=[C:6]([C:8]2[N:9]=[N:10][N:11]([CH2:13][C:14]3[CH:19]=[CH:18][C:17]([O:20][CH3:21])=[CH:16][CH:15]=3)[CH:12]=2)[CH:5]=[CH:4][N:3]=1.[Br:22][C:23]1[CH:28]=[C:27]([CH3:29])[CH:26]=[C:25]([NH2:30])[N:24]=1.CC1(C)C2C(=C(P(C3C=CC=CC=3)C3C=CC=CC=3)C=CC=2)OC2C(P(C3C=CC=CC=3)C3C=CC=CC=3)=CC=CC1=2.C([O-])([O-])=O.[Cs+].[Cs+], predict the reaction product. (3) Given the reactants [Br:1][C:2]1[CH:3]=[N:4][C:5]2[N:6]([N:8]=[C:9]([C:11]([OH:13])=O)[CH:10]=2)[CH:7]=1.[Cl:14][C:15]1[CH:24]=[C:23]2[C:18]([CH2:19][CH2:20][NH:21][CH:22]2[CH3:25])=[CH:17][CH:16]=1, predict the reaction product. The product is: [Br:1][C:2]1[CH:3]=[N:4][C:5]2[N:6]([N:8]=[C:9]([C:11]([N:21]3[CH2:20][CH2:19][C:18]4[C:23](=[CH:24][C:15]([Cl:14])=[CH:16][CH:17]=4)[CH:22]3[CH3:25])=[O:13])[CH:10]=2)[CH:7]=1. (4) Given the reactants C([O:3][C:4](=[O:17])[C:5]#[C:6][C:7]1[CH:8]=[N:9][C:10]2[C:15]([CH:16]=1)=[CH:14][CH:13]=[CH:12][CH:11]=2)C.C(OC([N:25]1[C:34]2[C:29](=[CH:30][CH:31]=[C:32]([CH2:35][CH2:36][O:37][C:38]3[CH:39]=[C:40]4[C:44](=[CH:45][CH:46]=3)[NH:43][CH:42]=[CH:41]4)[N:33]=2)[CH2:28][CH2:27][CH2:26]1)=O)(C)(C)C, predict the reaction product. The product is: [N:9]1[C:10]2[C:15](=[CH:14][CH:13]=[CH:12][CH:11]=2)[CH:16]=[C:7]([CH:6]([N:43]2[C:44]3[C:40](=[CH:39][C:38]([O:37][CH2:36][CH2:35][C:32]4[CH:31]=[CH:30][C:29]5[CH2:28][CH2:27][CH2:26][NH:25][C:34]=5[N:33]=4)=[CH:46][CH:45]=3)[CH:41]=[CH:42]2)[CH2:5][C:4]([OH:3])=[O:17])[CH:8]=1. (5) The product is: [CH:32]1([C:27]([CH:29]2[CH2:30][CH2:31]2)([OH:28])[C:24]2([C:16]3[O:15][N:14]=[C:13]([C:10]4[CH:9]=[CH:8][C:7]([OH:6])=[CH:12][CH:11]=4)[C:17]=3[C:18]3[CH:19]=[CH:20][CH:21]=[CH:22][CH:23]=3)[CH2:25][CH2:26]2)[CH2:34][CH2:33]1. Given the reactants C([Si](C)(C)[O:6][C:7]1[CH:12]=[CH:11][C:10]([C:13]2[C:17]([C:18]3[CH:23]=[CH:22][CH:21]=[CH:20][CH:19]=3)=[C:16]([C:24]3([C:27]([CH:32]4[CH2:34][CH2:33]4)([CH:29]4[CH2:31][CH2:30]4)[OH:28])[CH2:26][CH2:25]3)[O:15][N:14]=2)=[CH:9][CH:8]=1)(C)(C)C.O.[F-].C([N+](CCCC)(CCCC)CCCC)CCC.[Cl-].[NH4+], predict the reaction product.